This data is from Full USPTO retrosynthesis dataset with 1.9M reactions from patents (1976-2016). The task is: Predict the reactants needed to synthesize the given product. (1) Given the product [Cl:45][C:32]([C:31]1[CH:35]=[CH:36][N:37]=[C:29]([C:18]2[CH:19]=[C:20]([N:23]3[CH2:28][CH2:27][CH2:26][CH2:25][CH2:24]3)[CH:21]=[CH:22][C:17]=2[NH:16][C:14]([C:13]2[CH:12]=[C:11]([CH:40]=[CH:39][CH:38]=2)[CH2:10][S:9][CH2:8][CH2:7][C:6]([O:5][C:1]([CH3:4])([CH3:3])[CH3:2])=[O:41])=[O:15])[CH:30]=1)=[O:33], predict the reactants needed to synthesize it. The reactants are: [C:1]([O:5][C:6](=[O:41])[CH2:7][CH2:8][S:9][CH2:10][C:11]1[CH:12]=[C:13]([CH:38]=[CH:39][CH:40]=1)[C:14]([NH:16][C:17]1[CH:22]=[CH:21][C:20]([N:23]2[CH2:28][CH2:27][CH2:26][CH2:25][CH2:24]2)=[CH:19][C:18]=1[C:29]1[CH:30]=[C:31]([CH:35]=[CH:36][N:37]=1)[C:32](O)=[O:33])=[O:15])([CH3:4])([CH3:3])[CH3:2].C(Cl)(=O)C([Cl:45])=O. (2) Given the product [CH2:18]([OH:19])[CH2:17][O:16][CH2:15][CH2:14][O:13][CH2:12][CH2:11][NH:10][CH2:20][CH2:21][NH:22][CH2:23][CH2:24][NH:25][CH2:26][CH2:27][CH2:28][CH2:29][CH2:30][CH2:31][CH2:32][CH2:33][CH2:34][NH:35][CH2:36][CH2:37][NH:38][CH2:39][CH2:40][NH:41][CH2:42][CH3:43], predict the reactants needed to synthesize it. The reactants are: C1(C)C=CC(S([N:10]([CH2:20][CH2:21][N:22](S(C2C=CC(C)=CC=2)(=O)=O)[CH2:23][CH2:24][N:25](S(C2C=CC(C)=CC=2)(=O)=O)[CH2:26][CH2:27][CH2:28][CH2:29][CH2:30][CH2:31][CH2:32][CH2:33][CH2:34][N:35](S(C2C=CC(C)=CC=2)(=O)=O)[CH2:36][CH2:37][N:38](S(C2C=CC(C)=CC=2)(=O)=O)[CH2:39][CH2:40][N:41](S(C2C=CC(C)=CC=2)(=O)=O)[CH2:42][CH3:43])[CH2:11][CH2:12][O:13][CH2:14][CH2:15][O:16][CH2:17][CH2:18][OH:19])(=O)=O)=CC=1.[Na+].[Na+].P(=O)(O)([O-])[O-].